Dataset: Full USPTO retrosynthesis dataset with 1.9M reactions from patents (1976-2016). Task: Predict the reactants needed to synthesize the given product. (1) Given the product [CH2:17]([N:12]1[CH:11]=[C:10]([C:13]([F:14])([F:16])[F:15])[N:9]=[C:8]1[C:5]1[CH:4]=[CH:3][C:2]([Br:1])=[CH:7][CH:6]=1)[C:18]1[CH:23]=[CH:22][CH:21]=[CH:20][CH:19]=1, predict the reactants needed to synthesize it. The reactants are: [Br:1][C:2]1[CH:7]=[CH:6][C:5]([C:8]2[NH:9][C:10]([C:13]([F:16])([F:15])[F:14])=[CH:11][N:12]=2)=[CH:4][CH:3]=1.[CH2:17](Br)[C:18]1[CH:23]=[CH:22][CH:21]=[CH:20][CH:19]=1.C(=O)([O-])[O-].[K+].[K+].CN(C)C=O. (2) Given the product [CH3:6][CH:7]1[O:8][CH2:9][CH2:10][C:11]21[S:5][CH2:4][CH2:3][NH:2]2, predict the reactants needed to synthesize it. The reactants are: Cl.[NH2:2][CH2:3][CH2:4][SH:5].[CH3:6][CH:7]1[C:11](=O)[CH2:10][CH2:9][O:8]1.[OH-].[Na+].